From a dataset of NCI-60 drug combinations with 297,098 pairs across 59 cell lines. Regression. Given two drug SMILES strings and cell line genomic features, predict the synergy score measuring deviation from expected non-interaction effect. (1) Drug 1: CCC(=C(C1=CC=CC=C1)C2=CC=C(C=C2)OCCN(C)C)C3=CC=CC=C3.C(C(=O)O)C(CC(=O)O)(C(=O)O)O. Drug 2: N.N.Cl[Pt+2]Cl. Cell line: MDA-MB-435. Synergy scores: CSS=20.1, Synergy_ZIP=-5.04, Synergy_Bliss=1.32, Synergy_Loewe=-1.68, Synergy_HSA=-0.961. (2) Drug 1: CN(CC1=CN=C2C(=N1)C(=NC(=N2)N)N)C3=CC=C(C=C3)C(=O)NC(CCC(=O)O)C(=O)O. Drug 2: CN(C(=O)NC(C=O)C(C(C(CO)O)O)O)N=O. Cell line: HOP-62. Synergy scores: CSS=13.6, Synergy_ZIP=-6.28, Synergy_Bliss=-4.32, Synergy_Loewe=-28.2, Synergy_HSA=-1.14. (3) Drug 1: C1CC(=O)NC(=O)C1N2CC3=C(C2=O)C=CC=C3N. Drug 2: CC1C(C(=O)NC(C(=O)N2CCCC2C(=O)N(CC(=O)N(C(C(=O)O1)C(C)C)C)C)C(C)C)NC(=O)C3=C4C(=C(C=C3)C)OC5=C(C(=O)C(=C(C5=N4)C(=O)NC6C(OC(=O)C(N(C(=O)CN(C(=O)C7CCCN7C(=O)C(NC6=O)C(C)C)C)C)C(C)C)C)N)C. Cell line: HCT116. Synergy scores: CSS=16.2, Synergy_ZIP=11.1, Synergy_Bliss=19.5, Synergy_Loewe=18.8, Synergy_HSA=18.8. (4) Drug 1: C1=CC(=CC=C1CCCC(=O)O)N(CCCl)CCCl. Drug 2: CC1C(C(CC(O1)OC2CC(OC(C2O)C)OC3=CC4=CC5=C(C(=O)C(C(C5)C(C(=O)C(C(C)O)O)OC)OC6CC(C(C(O6)C)O)OC7CC(C(C(O7)C)O)OC8CC(C(C(O8)C)O)(C)O)C(=C4C(=C3C)O)O)O)O. Cell line: IGROV1. Synergy scores: CSS=46.3, Synergy_ZIP=9.01, Synergy_Bliss=8.06, Synergy_Loewe=8.84, Synergy_HSA=8.68. (5) Drug 1: CC1C(C(=O)NC(C(=O)N2CCCC2C(=O)N(CC(=O)N(C(C(=O)O1)C(C)C)C)C)C(C)C)NC(=O)C3=C4C(=C(C=C3)C)OC5=C(C(=O)C(=C(C5=N4)C(=O)NC6C(OC(=O)C(N(C(=O)CN(C(=O)C7CCCN7C(=O)C(NC6=O)C(C)C)C)C)C(C)C)C)N)C. Drug 2: CS(=O)(=O)OCCCCOS(=O)(=O)C. Cell line: NCI-H522. Synergy scores: CSS=30.9, Synergy_ZIP=-1.90, Synergy_Bliss=1.74, Synergy_Loewe=-0.242, Synergy_HSA=1.83. (6) Drug 1: C1=C(C(=O)NC(=O)N1)F. Drug 2: C1=NC2=C(N=C(N=C2N1C3C(C(C(O3)CO)O)O)F)N. Cell line: SK-MEL-5. Synergy scores: CSS=37.4, Synergy_ZIP=-7.53, Synergy_Bliss=-14.7, Synergy_Loewe=-14.7, Synergy_HSA=-12.4. (7) Drug 2: CC1=C(N=C(N=C1N)C(CC(=O)N)NCC(C(=O)N)N)C(=O)NC(C(C2=CN=CN2)OC3C(C(C(C(O3)CO)O)O)OC4C(C(C(C(O4)CO)O)OC(=O)N)O)C(=O)NC(C)C(C(C)C(=O)NC(C(C)O)C(=O)NCCC5=NC(=CS5)C6=NC(=CS6)C(=O)NCCC[S+](C)C)O. Cell line: OVCAR-4. Synergy scores: CSS=12.8, Synergy_ZIP=-3.61, Synergy_Bliss=-1.19, Synergy_Loewe=1.05, Synergy_HSA=1.21. Drug 1: C1C(C(OC1N2C=NC3=C(N=C(N=C32)Cl)N)CO)O. (8) Drug 1: CC=C1C(=O)NC(C(=O)OC2CC(=O)NC(C(=O)NC(CSSCCC=C2)C(=O)N1)C(C)C)C(C)C. Drug 2: CCN(CC)CCNC(=O)C1=C(NC(=C1C)C=C2C3=C(C=CC(=C3)F)NC2=O)C. Cell line: HCT-15. Synergy scores: CSS=3.95, Synergy_ZIP=4.86, Synergy_Bliss=5.80, Synergy_Loewe=3.71, Synergy_HSA=4.32. (9) Drug 1: C1=CN(C=N1)CC(O)(P(=O)(O)O)P(=O)(O)O. Drug 2: CC(C)CN1C=NC2=C1C3=CC=CC=C3N=C2N. Cell line: HL-60(TB). Synergy scores: CSS=13.1, Synergy_ZIP=4.46, Synergy_Bliss=2.26, Synergy_Loewe=3.47, Synergy_HSA=0.724. (10) Cell line: MALME-3M. Drug 2: CC1=C(C(=O)C2=C(C1=O)N3CC4C(C3(C2COC(=O)N)OC)N4)N. Synergy scores: CSS=17.5, Synergy_ZIP=-9.60, Synergy_Bliss=-5.05, Synergy_Loewe=-3.93, Synergy_HSA=-3.52. Drug 1: CC1C(C(=O)NC(C(=O)N2CCCC2C(=O)N(CC(=O)N(C(C(=O)O1)C(C)C)C)C)C(C)C)NC(=O)C3=C4C(=C(C=C3)C)OC5=C(C(=O)C(=C(C5=N4)C(=O)NC6C(OC(=O)C(N(C(=O)CN(C(=O)C7CCCN7C(=O)C(NC6=O)C(C)C)C)C)C(C)C)C)N)C.